From a dataset of Catalyst prediction with 721,799 reactions and 888 catalyst types from USPTO. Predict which catalyst facilitates the given reaction. (1) Reactant: Cl[C:2]1[C:11]2[C:6](=[CH:7][C:8]([F:15])=[C:9]([N+:12]([O-:14])=[O:13])[CH:10]=2)[N:5]=[CH:4][N:3]=1.[F:16][C:17]1[CH:18]=[C:19]([CH:31]=[CH:32][CH:33]=1)[CH2:20][N:21]1[C:29]2[C:24](=[CH:25][C:26]([NH2:30])=[CH:27][CH:28]=2)[CH:23]=[N:22]1. Product: [F:15][C:8]1[CH:7]=[C:6]2[C:11]([C:2]([NH:30][C:26]3[CH:25]=[C:24]4[C:29](=[CH:28][CH:27]=3)[N:21]([CH2:20][C:19]3[CH:31]=[CH:32][CH:33]=[C:17]([F:16])[CH:18]=3)[N:22]=[CH:23]4)=[N:3][CH:4]=[N:5]2)=[CH:10][C:9]=1[N+:12]([O-:14])=[O:13]. The catalyst class is: 32. (2) Reactant: Br[C:2]1[CH:3]=[CH:4][C:5]([CH2:9][N:10]2[CH2:15][CH2:14][N:13]([C:16]([O:18][C:19]([CH3:22])([CH3:21])[CH3:20])=[O:17])[CH2:12][CH2:11]2)=[N:6][C:7]=1[CH3:8].[CH3:23][C:24]1[CH:29]=[CH:28][CH:27]=[CH:26][C:25]=1B(O)O.C(=O)([O-])[O-].[K+].[K+].O1CCOCC1. Product: [CH3:8][C:7]1[N:6]=[C:5]([CH2:9][N:10]2[CH2:15][CH2:14][N:13]([C:16]([O:18][C:19]([CH3:22])([CH3:21])[CH3:20])=[O:17])[CH2:12][CH2:11]2)[CH:4]=[CH:3][C:2]=1[C:25]1[CH:26]=[CH:27][CH:28]=[CH:29][C:24]=1[CH3:23]. The catalyst class is: 257. (3) Reactant: [Br:1][C:2]1[CH:9]=[CH:8][C:5]([C:6]#[N:7])=[CH:4][C:3]=1[CH:10]=O.[CH2:12]([NH2:19])[C:13]1[CH:18]=[CH:17][CH:16]=[CH:15][CH:14]=1.C([BH3-])#N.[Na+].C(O)(=O)C. Product: [CH2:12]([NH:19][CH2:10][C:3]1[CH:4]=[C:5]([CH:8]=[CH:9][C:2]=1[Br:1])[C:6]#[N:7])[C:13]1[CH:18]=[CH:17][CH:16]=[CH:15][CH:14]=1. The catalyst class is: 5. (4) Reactant: C(OC(=O)[N:7]([C:23]1[C:32]2[C:27](=[N:28][C:29]([S:33][CH2:34][CH3:35])=[N:30][CH:31]=2)[N:26]=[CH:25][N:24]=1)[C:8]1[CH:13]=[C:12]([CH3:14])[CH:11]=[CH:10][C:9]=1[S:15][C:16]1[CH:21]=[CH:20][C:19]([OH:22])=[CH:18][CH:17]=1)(C)(C)C.Br[CH2:38][C:39]#[N:40].C(=O)([O-])[O-].[Cs+].[Cs+]. Product: [CH2:34]([S:33][C:29]1[N:28]=[C:27]2[N:26]=[CH:25][N:24]=[C:23]([NH:7][C:8]3[CH:13]=[C:12]([CH3:14])[CH:11]=[CH:10][C:9]=3[S:15][C:16]3[CH:17]=[CH:18][C:19]([O:22][CH2:38][C:39]#[N:40])=[CH:20][CH:21]=3)[C:32]2=[CH:31][N:30]=1)[CH3:35]. The catalyst class is: 711. (5) Reactant: F[C:2]1[CH:7]=[C:6]([N+:8]([O-:10])=[O:9])[CH:5]=[C:4]([I:11])[CH:3]=1.[NH:12]1[CH2:17][CH2:16][O:15][CH2:14][CH2:13]1.CS(C)=O. Product: [I:11][C:4]1[CH:3]=[C:2]([N:12]2[CH2:17][CH2:16][O:15][CH2:14][CH2:13]2)[CH:7]=[C:6]([N+:8]([O-:10])=[O:9])[CH:5]=1. The catalyst class is: 6. (6) Product: [CH3:1][N:2]1[CH2:7][CH2:6][N:5]([C:8]([O:10][C@@H:11]2[N:20]([C:21]3[CH:22]=[CH:23][C:24]([Cl:27])=[CH:25][N:26]=3)[C:18](=[O:19])[C:13]3[N:14]=[CH:15][CH:16]=[N:17][C:12]2=3)=[O:9])[CH2:4][CH2:3]1.[S:34]([C:28]1[CH:33]=[CH:32][CH:31]=[CH:30][CH:29]=1)([O-:37])(=[O:36])=[O:35]. Reactant: [CH3:1][N:2]1[CH2:7][CH2:6][N:5]([C:8]([O:10][C@@H:11]2[N:20]([C:21]3[CH:22]=[CH:23][C:24]([Cl:27])=[CH:25][N:26]=3)[C:18](=[O:19])[C:13]3[N:14]=[CH:15][CH:16]=[N:17][C:12]2=3)=[O:9])[CH2:4][CH2:3]1.[C:28]1([S:34]([OH:37])(=[O:36])=[O:35])[CH:33]=[CH:32][CH:31]=[CH:30][CH:29]=1. The catalyst class is: 8. (7) Reactant: [NH2:1][C:2]1[C:7]([C:8]([NH:10][C:11]2[CH:16]=[C:15]([O:17]C)[CH:14]=[C:13]([F:19])[CH:12]=2)=[O:9])=[C:6](Cl)[N:5]=[CH:4][N:3]=1.B(Br)(Br)[Br:22]. Product: [NH2:1][C:2]1[C:7]([C:8]([NH:10][C:11]2[CH:16]=[C:15]([OH:17])[CH:14]=[C:13]([F:19])[CH:12]=2)=[O:9])=[C:6]([Br:22])[N:5]=[CH:4][N:3]=1. The catalyst class is: 4. (8) Reactant: C([O:4][CH2:5][C:6]1[C:11](B2OC(C)(C)C(C)(C)O2)=[CH:10][CH:9]=[CH:8][C:7]=1[N:21]1[N:30]=[CH:29][C:28]2[C:23](=[C:24]([F:35])[CH:25]=[C:26]([C:31]([CH3:34])([CH3:33])[CH3:32])[CH:27]=2)[C:22]1=[O:36])(=O)C.Cl[C:38]1[CH:39]=[C:40]([NH:46][C:47]2[CH:52]=[N:51][C:50]([C@H:53]3[CH2:57][O:56][C:55]([CH3:59])([CH3:58])[O:54]3)=[CH:49][N:48]=2)[C:41](=[O:45])[N:42]([CH3:44])[N:43]=1.P([O-])([O-])([O-])=O.[K+].[K+].[K+].C1(P(C2CCCCC2)C2C=CC=CC=2C2C(C(C)C)=CC(C(C)C)=CC=2C(C)C)CCCCC1.[Cl-].[NH4+]. Product: [C:31]([C:26]1[CH:27]=[C:28]2[C:23](=[C:24]([F:35])[CH:25]=1)[C:22](=[O:36])[N:21]([C:7]1[CH:8]=[CH:9][CH:10]=[C:11]([C:38]3[CH:39]=[C:40]([NH:46][C:47]4[CH:52]=[N:51][C:50]([C@H:53]5[CH2:57][O:56][C:55]([CH3:58])([CH3:59])[O:54]5)=[CH:49][N:48]=4)[C:41](=[O:45])[N:42]([CH3:44])[N:43]=3)[C:6]=1[CH2:5][OH:4])[N:30]=[CH:29]2)([CH3:34])([CH3:32])[CH3:33]. The catalyst class is: 729. (9) Reactant: [Cl:1][C:2]1[N:10]=[C:9]2[C:5]([N:6]=[CH:7][NH:8]2)=[C:4]([NH:11][CH2:12][C:13]2[CH:14]=[N:15][CH:16]=[CH:17][CH:18]=2)[N:3]=1.C([O-])([O-])=O.[K+].[K+].Br[CH:26]([CH3:28])[CH3:27]. Product: [Cl:1][C:2]1[N:10]=[C:9]2[C:5]([N:6]=[CH:7][N:8]2[CH:26]([CH3:28])[CH3:27])=[C:4]([NH:11][CH2:12][C:13]2[CH:14]=[N:15][CH:16]=[CH:17][CH:18]=2)[N:3]=1. The catalyst class is: 3. (10) Reactant: C12(COC3C(I)=CC(C(O)=O)=C(F)C=3)CC3CC(CC(C3)C1)C2.[CH:24]1([CH2:29][O:30][C:31]2[C:39]([CH:40]3[CH2:42][CH2:41]3)=[CH:38][C:34]([C:35]([OH:37])=O)=[C:33]([F:43])[CH:32]=2)[CH2:28][CH2:27][CH2:26][CH2:25]1.N1(S(N)(=O)=O)CCC1.[CH:52]1([S:55]([NH2:58])(=[O:57])=[O:56])[CH2:54][CH2:53]1. Product: [CH:24]1([CH2:29][O:30][C:31]2[C:39]([CH:40]3[CH2:42][CH2:41]3)=[CH:38][C:34]([C:35]([NH:58][S:55]([CH:52]3[CH2:54][CH2:53]3)(=[O:57])=[O:56])=[O:37])=[C:33]([F:43])[CH:32]=2)[CH2:25][CH2:26][CH2:27][CH2:28]1. The catalyst class is: 27.